This data is from Reaction yield outcomes from USPTO patents with 853,638 reactions. The task is: Predict the reaction yield, written as a fraction of the theoretical maximum amount of product (1.0 means a 100% yield; for example, 0.34 means a 34% yield). (1) The reactants are [F:1][C:2]1[CH:7]=[CH:6][C:5]([N:8]2[C:12]3([CH2:17][CH2:16][CH2:15][CH2:14][CH2:13]3)[C:11](=[O:18])[NH:10][C:9]2=[S:19])=[CH:4][CH:3]=1.C(N(CC)CC)C.Cl[C:28]([O:30][CH2:31][CH3:32])=[O:29]. The catalyst is ClCCl. The product is [F:1][C:2]1[CH:3]=[CH:4][C:5]([N:8]2[C:12]3([CH2:17][CH2:16][CH2:15][CH2:14][CH2:13]3)[C:11](=[O:18])[N:10]([C:28]([O:30][CH2:31][CH3:32])=[O:29])[C:9]2=[S:19])=[CH:6][CH:7]=1. The yield is 0.270. (2) The reactants are [Cl:1][C:2]1[N:7]=[C:6](Cl)[C:5]([N+:9]([O-:11])=[O:10])=[CH:4][N:3]=1.[CH:12]([N:15](C(C)C)CC)(C)C.CN. The catalyst is C1COCC1.C(OCC)(=O)C. The product is [Cl:1][C:2]1[N:7]=[C:6]([NH:15][CH3:12])[C:5]([N+:9]([O-:11])=[O:10])=[CH:4][N:3]=1. The yield is 1.00. (3) The reactants are [Br:1][C:2]1[CH:20]=[CH:19][C:5]([NH:6][CH2:7][C:8]2[CH:18]=[CH:17][C:11]3[N:12]=[C:13]([S:15][CH3:16])[O:14][C:10]=3[CH:9]=2)=[C:4]([N+:21]([O-])=O)[CH:3]=1.CC(O)=O.CO. The catalyst is C(Cl)Cl.[Zn]. The product is [Br:1][C:2]1[CH:3]=[C:4]([NH2:21])[C:5]([NH:6][CH2:7][C:8]2[CH:18]=[CH:17][C:11]3[N:12]=[C:13]([S:15][CH3:16])[O:14][C:10]=3[CH:9]=2)=[CH:19][CH:20]=1. The yield is 0.719. (4) The reactants are [NH2:1][C@@H:2]1[CH2:7][CH2:6][CH2:5][N:4]([C:8]2[N:9]([CH2:16][C:17]3[CH:24]=[CH:23][CH:22]=[CH:21][C:18]=3[C:19]#[N:20])[C:10](=[O:15])[C:11](Br)=[CH:12][N:13]=2)[CH2:3]1.[CH3:25][Si:26]([C:29]#[CH:30])([CH3:28])[CH3:27].C(N(CC)CC)C. The catalyst is C1COCC1.CCOC(C)=O.Cl[Pd](Cl)([P](C1C=CC=CC=1)(C1C=CC=CC=1)C1C=CC=CC=1)[P](C1C=CC=CC=1)(C1C=CC=CC=1)C1C=CC=CC=1.[Cu](I)I.C1(P(C2C=CC=CC=2)C2C=CC=CC=2)C=CC=CC=1. The product is [NH2:1][C@@H:2]1[CH2:7][CH2:6][CH2:5][N:4]([C:8]2[N:9]([CH2:16][C:17]3[CH:24]=[CH:23][CH:22]=[CH:21][C:18]=3[C:19]#[N:20])[C:10](=[O:15])[C:11]([C:30]#[C:29][Si:26]([CH3:28])([CH3:27])[CH3:25])=[CH:12][N:13]=2)[CH2:3]1. The yield is 0.850. (5) The reactants are [Br:1]N1C(=O)CCC1=O.[CH:9]1([C:15]2[C:23]3[C:18](=[CH:19][C:20]([C:24]([O:26][C:27]([CH3:30])([CH3:29])[CH3:28])=[O:25])=[CH:21][CH:22]=3)[NH:17][CH:16]=2)[CH2:14][CH2:13][CH2:12][CH2:11][CH2:10]1. No catalyst specified. The product is [Br:1][C:16]1[NH:17][C:18]2[C:23]([C:15]=1[CH:9]1[CH2:10][CH2:11][CH2:12][CH2:13][CH2:14]1)=[CH:22][CH:21]=[C:20]([C:24]([O:26][C:27]([CH3:30])([CH3:29])[CH3:28])=[O:25])[CH:19]=2. The yield is 0.570. (6) The reactants are [Cl:1][C:2]1[CH:10]=[CH:9][C:5]([C:6](O)=[O:7])=[CH:4][N:3]=1.O=S(Cl)[Cl:13]. No catalyst specified. The product is [ClH:1].[Cl:1][C:2]1[CH:10]=[CH:9][C:5]([C:6]([Cl:13])=[O:7])=[CH:4][N:3]=1. The yield is 0.930. (7) The reactants are [N+:1]([C:4]1[CH:9]=[CH:8][C:7]([CH2:10][CH2:11][CH2:12][CH2:13][OH:14])=[CH:6][CH:5]=1)([O-:3])=[O:2].C(N(CC)CC)C.[CH3:22][S:23](Cl)(=[O:25])=[O:24]. The catalyst is C(Cl)Cl. The product is [CH3:22][S:23]([O:14][CH2:13][CH2:12][CH2:11][CH2:10][C:7]1[CH:6]=[CH:5][C:4]([N+:1]([O-:3])=[O:2])=[CH:9][CH:8]=1)(=[O:25])=[O:24]. The yield is 0.980. (8) The reactants are [NH2:1][C:2]1[N:10]=[C:9]([CH2:11][O:12][CH3:13])[CH:8]=[CH:7][C:3]=1[C:4]([OH:6])=O.[N:14]1[CH:19]=[CH:18][CH:17]=[CH:16][C:15]=1[CH2:20][O:21][C:22]1[CH:29]=[CH:28][C:25]([CH2:26][NH2:27])=[CH:24][CH:23]=1.F[P-](F)(F)(F)(F)F.N1(O[P+](N(C)C)(N(C)C)N(C)C)C2C=CC=CC=2N=N1.C(N(CC)CC)C. The catalyst is CN(C)C=O.O.C(OCC)(=O)C. The product is [NH2:1][C:2]1[N:10]=[C:9]([CH2:11][O:12][CH3:13])[CH:8]=[CH:7][C:3]=1[C:4]([NH:27][CH2:26][C:25]1[CH:24]=[CH:23][C:22]([O:21][CH2:20][C:15]2[CH:16]=[CH:17][CH:18]=[CH:19][N:14]=2)=[CH:29][CH:28]=1)=[O:6]. The yield is 0.730. (9) The reactants are [CH3:1][N:2]1[C:6]([CH2:7][O:8][C:9]2[N:14]=[N:13][C:12]([C:15]([OH:17])=O)=[CH:11][CH:10]=2)=[C:5]([C:18]2[CH:23]=[CH:22][CH:21]=[CH:20][N:19]=2)[N:4]=[N:3]1.[CH:24]([NH2:27])([CH3:26])[CH3:25]. No catalyst specified. The product is [CH:24]([NH:27][C:15]([C:12]1[N:13]=[N:14][C:9]([O:8][CH2:7][C:6]2[N:2]([CH3:1])[N:3]=[N:4][C:5]=2[C:18]2[CH:23]=[CH:22][CH:21]=[CH:20][N:19]=2)=[CH:10][CH:11]=1)=[O:17])([CH3:26])[CH3:25]. The yield is 0.910. (10) The reactants are [Cl:1][C:2]1[CH:27]=[C:26]([C:28]([NH:30][CH2:31][C:32]2[CH:37]=[CH:36][CH:35]=[C:34]([OH:38])[CH:33]=2)=[O:29])[CH:25]=[C:24]([CH3:39])[C:3]=1[C:4]([NH:6][C@H:7]([C:20]([O:22]C)=[O:21])[CH2:8][NH:9][C:10](=[O:19])[C:11]1[CH:16]=[C:15]([OH:17])[CH:14]=[C:13]([OH:18])[CH:12]=1)=[O:5].O.[OH-].[Li+]. The catalyst is O1CCCC1.CO.O. The product is [Cl:1][C:2]1[CH:27]=[C:26]([C:28]([NH:30][CH2:31][C:32]2[CH:37]=[CH:36][CH:35]=[C:34]([OH:38])[CH:33]=2)=[O:29])[CH:25]=[C:24]([CH3:39])[C:3]=1[C:4]([NH:6][C@H:7]([C:20]([OH:22])=[O:21])[CH2:8][NH:9][C:10](=[O:19])[C:11]1[CH:12]=[C:13]([OH:18])[CH:14]=[C:15]([OH:17])[CH:16]=1)=[O:5]. The yield is 0.140.